Dataset: Catalyst prediction with 721,799 reactions and 888 catalyst types from USPTO. Task: Predict which catalyst facilitates the given reaction. (1) Reactant: [CH2:1]([S:8][C:9]1[C:10](=[O:17])[N:11]([CH2:15][CH3:16])[CH:12]=[CH:13][N:14]=1)[C:2]1[CH:7]=[CH:6][CH:5]=[CH:4][CH:3]=1.[Na].S([O-])(O[O-])(=O)=[O:20].[K+].[K+].[OH2:27]. Product: [CH2:1]([S:8]([C:9]1[C:10](=[O:17])[N:11]([CH2:15][CH3:16])[CH:12]=[CH:13][N:14]=1)(=[O:20])=[O:27])[C:2]1[CH:7]=[CH:6][CH:5]=[CH:4][CH:3]=1. The catalyst class is: 7. (2) Reactant: I.F[C:3]1[CH:8]=[CH:7][C:6]([C:9](=[NH:11])[NH2:10])=[CH:5][CH:4]=1.[Cl:12][C:13]([SH:16])(Cl)Cl.[OH-].[Na+].[Cl:19]CCl. Product: [Cl:19][C:3]1[CH:8]=[CH:7][C:6]([C:9]2[N:11]=[C:13]([Cl:12])[S:16][N:10]=2)=[CH:5][CH:4]=1. The catalyst class is: 6.